This data is from Forward reaction prediction with 1.9M reactions from USPTO patents (1976-2016). The task is: Predict the product of the given reaction. (1) Given the reactants [NH2:1][C:2]1[CH:3]=[C:4]([CH:9]=[CH:10][CH:11]=1)[C:5]([O:7][CH3:8])=[O:6].[N:12]([C:15]1[CH:24]=[CH:23][CH:22]=[CH:21][C:16]=1[C:17](OC)=[O:18])=[C:13]=[O:14], predict the reaction product. The product is: [O:14]=[C:13]1[N:1]([C:2]2[CH:3]=[C:4]([CH:9]=[CH:10][CH:11]=2)[C:5]([O:7][CH3:8])=[O:6])[C:17](=[O:18])[C:16]2[C:15](=[CH:24][CH:23]=[CH:22][CH:21]=2)[NH:12]1. (2) Given the reactants [C:1]1([C:23]2[CH:28]=[CH:27][CH:26]=[CH:25][CH:24]=2)[CH:6]=[CH:5][C:4]([CH2:7][C@@H:8]([NH:15][C:16]([O:18][C:19]([CH3:22])([CH3:21])[CH3:20])=[O:17])[CH2:9][C@@H:10]([CH3:14])[C:11]([OH:13])=[O:12])=[CH:3][CH:2]=1.[C:29]1(C2C=CC=CC=2)C=CC(C[C@@H](NC(OC(C)(C)C)=O)C[C@H](C)C(O)=O)=C[CH:30]=1.C(=O)([O-])[O-].[Cs+].[Cs+].C(I)C.C(OC(C)C)(=O)C, predict the reaction product. The product is: [CH2:29]([O:12][C:11](=[O:13])[C@H:10]([CH3:14])[CH2:9][C@H:8]([NH:15][C:16]([O:18][C:19]([CH3:22])([CH3:20])[CH3:21])=[O:17])[CH2:7][C:4]1[CH:3]=[CH:2][C:1]([C:23]2[CH:24]=[CH:25][CH:26]=[CH:27][CH:28]=2)=[CH:6][CH:5]=1)[CH3:30]. (3) The product is: [CH:8]1([CH2:13][CH2:14][C:15]([NH:18][C:19]2[NH:20][CH:21]=[C:22]([C:27]3[CH:28]=[CH:29][C:30]([N+:33]([O-:35])=[O:34])=[CH:31][CH:32]=3)[C:23]=2[C:24]([NH2:26])=[O:25])=[O:16])[CH2:12][CH2:11][CH2:10][CH2:9]1. Given the reactants C(N(CC)CC)C.[CH:8]1([CH2:13][CH2:14][C:15](Cl)=[O:16])[CH2:12][CH2:11][CH2:10][CH2:9]1.[NH2:18][C:19]1[NH:20][CH:21]=[C:22]([C:27]2[CH:32]=[CH:31][C:30]([N+:33]([O-:35])=[O:34])=[CH:29][CH:28]=2)[C:23]=1[C:24]([NH2:26])=[O:25], predict the reaction product.